The task is: Predict the product of the given reaction.. This data is from Forward reaction prediction with 1.9M reactions from USPTO patents (1976-2016). Given the reactants [C:1]([N:4]1[C:13]2[C:8](=[CH:9][C:10]([C:14]3[CH2:19][CH2:18][N:17](C(OC(C)(C)C)=O)[CH2:16][CH:15]=3)=[CH:11][CH:12]=2)[C@H:7]([NH:27][C:28]2[N:33]=[CH:32][CH:31]=[CH:30][N:29]=2)[C@@H:6]([CH3:34])[C@@H:5]1[CH2:35][CH3:36])(=[O:3])[CH3:2].C(O)(C(F)(F)F)=O, predict the reaction product. The product is: [CH2:35]([C@H:5]1[C@H:6]([CH3:34])[C@@H:7]([NH:27][C:28]2[N:33]=[CH:32][CH:31]=[CH:30][N:29]=2)[C:8]2[C:13](=[CH:12][CH:11]=[C:10]([C:14]3[CH2:19][CH2:18][NH:17][CH2:16][CH:15]=3)[CH:9]=2)[N:4]1[C:1](=[O:3])[CH3:2])[CH3:36].